Dataset: TCR-epitope binding with 47,182 pairs between 192 epitopes and 23,139 TCRs. Task: Binary Classification. Given a T-cell receptor sequence (or CDR3 region) and an epitope sequence, predict whether binding occurs between them. (1) The epitope is ALLADKFPV. The TCR CDR3 sequence is CGCGSGGDIQYF. Result: 0 (the TCR does not bind to the epitope). (2) The epitope is FADDLNQLTGY. The TCR CDR3 sequence is CASSQDEGYRGYTF. Result: 0 (the TCR does not bind to the epitope). (3) The epitope is VLAWLYAAV. The TCR CDR3 sequence is CASSQGRASTDTQYF. Result: 0 (the TCR does not bind to the epitope). (4) The epitope is EHPTFTSQYRIQGKL. The TCR CDR3 sequence is CASSQAPGGEQYF. Result: 0 (the TCR does not bind to the epitope). (5) The epitope is FRYMNSQGL. The TCR CDR3 sequence is CATSRDKGADGYTF. Result: 0 (the TCR does not bind to the epitope).